This data is from Full USPTO retrosynthesis dataset with 1.9M reactions from patents (1976-2016). The task is: Predict the reactants needed to synthesize the given product. (1) Given the product [C:32]1([CH3:42])[CH:37]=[CH:36][C:35]([S:38]([O:29][CH2:28][CH2:27][N:26]2[C:19]3[C:18]([NH:17][C:14]4[CH:15]=[CH:16][C:11]([O:10][C:9]5[C:4]6[CH:3]=[N:2][S:1][C:5]=6[CH:6]=[CH:7][CH:8]=5)=[C:12]([Cl:30])[CH:13]=4)=[N:23][CH:22]=[N:21][C:20]=3[CH:24]=[CH:25]2)(=[O:40])=[O:39])=[CH:34][CH:33]=1, predict the reactants needed to synthesize it. The reactants are: [S:1]1[C:5]2[CH:6]=[CH:7][CH:8]=[C:9]([O:10][C:11]3[CH:16]=[CH:15][C:14]([NH:17][C:18]4[C:19]5[N:26]([CH2:27][CH2:28][OH:29])[CH:25]=[CH:24][C:20]=5[N:21]=[CH:22][N:23]=4)=[CH:13][C:12]=3[Cl:30])[C:4]=2[CH:3]=[N:2]1.O.[C:32]1([CH3:42])[CH:37]=[CH:36][C:35]([S:38](O)(=[O:40])=[O:39])=[CH:34][CH:33]=1.C(OCC)(=O)C. (2) Given the product [CH3:1][O:2][C:3]1[CH:11]=[C:10]([CH:12]([OH:13])[CH3:22])[C:9]2[C:5](=[CH:6][N:7]([CH2:14][O:15][CH2:16][CH2:17][Si:18]([CH3:20])([CH3:19])[CH3:21])[N:8]=2)[CH:4]=1, predict the reactants needed to synthesize it. The reactants are: [CH3:1][O:2][C:3]1[CH:11]=[C:10]([CH:12]=[O:13])[C:9]2[C:5](=[CH:6][N:7]([CH2:14][O:15][CH2:16][CH2:17][Si:18]([CH3:21])([CH3:20])[CH3:19])[N:8]=2)[CH:4]=1.[CH3:22][Mg]Br. (3) Given the product [N+:9]([C:12]1[CH:13]=[CH:14][C:15]([O:18][CH2:4][C:3]([F:7])([F:6])[CH:2]([F:8])[F:1])=[N:16][CH:17]=1)([O-:11])=[O:10], predict the reactants needed to synthesize it. The reactants are: [F:1][CH:2]([F:8])[C:3]([F:7])([F:6])[CH2:4]I.[N+:9]([C:12]1[CH:13]=[CH:14][C:15]([OH:18])=[N:16][CH:17]=1)([O-:11])=[O:10].C(=O)([O-])[O-].[K+].[K+]. (4) Given the product [CH3:3][O:4][C:5]1[C:6]2[N:7]([N:17]=[CH:18][C:19]=2[C:20]2[CH:21]=[N:22][N:23]([CH2:26][C:27]3[CH:32]=[CH:31][CH:30]=[CH:29][N:28]=3)[CH:24]=2)[CH:8]=[C:9]([C:11]2[CH:12]=[N:13][N:14]([CH3:16])[CH:15]=2)[CH:10]=1, predict the reactants needed to synthesize it. The reactants are: [H-].[Na+].[CH3:3][O:4][C:5]1[C:6]2[N:7]([N:17]=[CH:18][C:19]=2[C:20]2[CH:21]=[N:22][NH:23][CH:24]=2)[CH:8]=[C:9]([C:11]2[CH:12]=[N:13][N:14]([CH3:16])[CH:15]=2)[CH:10]=1.Cl[CH2:26][C:27]1[CH:32]=[CH:31][CH:30]=[CH:29][N:28]=1. (5) Given the product [CH3:4][C:2]([C:5]1[CH:6]=[CH:7][C:8]([CH2:11][N:12]2[C:17](=[O:18])[C:16]([C:19]([NH:21][CH2:22][C:23]([OH:25])=[O:24])=[O:20])=[C:15]([OH:28])[N:14]=[C:13]2[NH:29][C:30]2[CH:35]=[CH:34][CH:33]=[CH:32][CH:31]=2)=[CH:9][CH:10]=1)([CH3:1])[CH3:3], predict the reactants needed to synthesize it. The reactants are: [CH3:1][C:2]([C:5]1[CH:10]=[CH:9][C:8]([CH2:11][N:12]2[C:17](=[O:18])[C:16]([C:19]([NH:21][CH2:22][C:23]([O:25]CC)=[O:24])=[O:20])=[C:15]([OH:28])[N:14]=[C:13]2[NH:29][C:30]2[CH:35]=[CH:34][CH:33]=[CH:32][CH:31]=2)=[CH:7][CH:6]=1)([CH3:4])[CH3:3].N(CC(OCC)=O)=C=O.CC(C1C=CC(CN2C(=O)CC(=O)N=C2NC2C=CC=CC=2)=CC=1)(C)C.C(N(C(C)C)CC)(C)C.